Task: Regression. Given two drug SMILES strings and cell line genomic features, predict the synergy score measuring deviation from expected non-interaction effect.. Dataset: NCI-60 drug combinations with 297,098 pairs across 59 cell lines Drug 1: C1=NC(=NC(=O)N1C2C(C(C(O2)CO)O)O)N. Drug 2: C(CCl)NC(=O)N(CCCl)N=O. Cell line: SF-539. Synergy scores: CSS=45.7, Synergy_ZIP=-6.44, Synergy_Bliss=-2.77, Synergy_Loewe=-4.08, Synergy_HSA=-2.77.